From a dataset of Aqueous solubility values for 9,982 compounds from the AqSolDB database. Regression/Classification. Given a drug SMILES string, predict its absorption, distribution, metabolism, or excretion properties. Task type varies by dataset: regression for continuous measurements (e.g., permeability, clearance, half-life) or binary classification for categorical outcomes (e.g., BBB penetration, CYP inhibition). For this dataset (solubility_aqsoldb), we predict Y. (1) The compound is CC(C)C(O)C(C)(C)CO. The Y is -0.667 log mol/L. (2) The molecule is CC(O)C(=O)[O-].CCCCCCCCCC(=O)O.CCCCCCCCCC(=O)OC(C)C(=O)[O-].CCCCCCCCCC(=O)[O-].CCCCCCCCCCCC(=O)O.CCCCCCCCCCCC(=O)OC(C)C(=O)[O-].CCCCCCCCCCCC(=O)[O-].[Na+].[Na+].[Na+].[Na+].[Na+]. The Y is -4.09 log mol/L. (3) The molecule is CNC(=O)Oc1cc(C)cc(C)c1C. The Y is -1.99 log mol/L. (4) The drug is COc1cc(/C=C/CO)ccc1OC1OC(CO)C(O)C(O)C1O. The Y is -1.87 log mol/L. (5) The compound is Cc1ncc([N+](=O)[O-])n1CC(C)O. The Y is -0.740 log mol/L. (6) The molecule is C=CCN. The Y is 1.24 log mol/L.